Dataset: Forward reaction prediction with 1.9M reactions from USPTO patents (1976-2016). Task: Predict the product of the given reaction. (1) The product is: [NH:38]1[C:39]2[C:35](=[CH:34][CH:33]=[C:32]([C:2]3[CH:3]=[C:4]([NH:11][C:12]4[CH:17]=[CH:16][CH:15]=[C:14]([N:18]5[CH2:22][CH2:21][CH2:20][CH:19]5[CH3:23])[N:13]=4)[C:5]4[N:6]([CH:8]=[CH:9][N:10]=4)[N:7]=3)[CH:40]=2)[CH:36]=[N:37]1. Given the reactants Cl[C:2]1[CH:3]=[C:4]([NH:11][C:12]2[CH:17]=[CH:16][CH:15]=[C:14]([N:18]3[CH2:22][CH2:21][CH2:20][CH:19]3[CH3:23])[N:13]=2)[C:5]2[N:6]([CH:8]=[CH:9][N:10]=2)[N:7]=1.CC1(C)C(C)(C)OB([C:32]2[CH:40]=[C:39]3[C:35]([CH:36]=[N:37][NH:38]3)=[CH:34][CH:33]=2)O1.CC(C1C=C(C(C)C)C(C2C=CC=CC=2P(C2CCCCC2)C2CCCCC2)=C(C(C)C)C=1)C.C([O-])([O-])=O.[Na+].[Na+], predict the reaction product. (2) Given the reactants [C@@H:1]12[CH2:6][C@@H:5]1[CH2:4][NH:3][C@@H:2]2[CH2:7][NH:8][C:9]([C:11]1[N:18]2[C:14]([S:15][CH:16]=[CH:17]2)=[N:13][C:12]=1[CH3:19])=[O:10].[CH3:20][C:21]1[S:22][C:23]([C:29]2[CH:30]=[C:31]([CH3:35])[CH:32]=[CH:33][CH:34]=2)=[C:24]([C:26](O)=[O:27])[N:25]=1, predict the reaction product. The product is: [CH3:20][C:21]1[S:22][C:23]([C:29]2[CH:30]=[C:31]([CH3:35])[CH:32]=[CH:33][CH:34]=2)=[C:24]([C:26]([N:3]2[CH2:4][C@@H:5]3[C@@H:1]([CH2:6]3)[C@H:2]2[CH2:7][NH:8][C:9]([C:11]2[N:18]3[C:14]([S:15][CH:16]=[CH:17]3)=[N:13][C:12]=2[CH3:19])=[O:10])=[O:27])[N:25]=1. (3) Given the reactants [CH3:1][C:2]1[NH:3][C:4]2[C:9]([C:10]=1[CH3:11])=[CH:8][C:7]([C:12]([O:14]CC)=O)=[CH:6][CH:5]=2.[H-].[Na+].Br[CH2:20][C:21]1[CH:26]=[CH:25][CH:24]=[CH:23][C:22]=1[F:27].C(=O)(O)[O-].[Na+].Cl.[NH2:34][C:35]([NH2:37])=[NH:36], predict the reaction product. The product is: [NH2:36][C:35]([NH2:37])=[N:34][C:12]([C:7]1[CH:8]=[C:9]2[C:4](=[CH:5][CH:6]=1)[N:3]([CH2:20][C:21]1[CH:26]=[CH:25][CH:24]=[CH:23][C:22]=1[F:27])[C:2]([CH3:1])=[C:10]2[CH3:11])=[O:14].